Predict the reaction yield, written as a fraction of the theoretical maximum amount of product (1.0 means a 100% yield; for example, 0.34 means a 34% yield). From a dataset of Reaction yield outcomes from USPTO patents with 853,638 reactions. (1) The reactants are [CH3:1][O:2][C:3]1[C:12]2[C:7](=[CH:8][CH:9]=[CH:10][CH:11]=2)[CH:6]=[CH:5][C:4]=1[O:13][CH3:14].CN([CH:18]=[O:19])C.O=P(Cl)(Cl)Cl. The catalyst is C1C(Cl)=CC=C(Cl)C=1. The product is [CH3:14][O:13][C:4]1[CH:5]=[C:6]([CH:18]=[O:19])[C:7]2[C:12]([C:3]=1[O:2][CH3:1])=[CH:11][CH:10]=[CH:9][CH:8]=2. The yield is 0.680. (2) The product is [N:1]1[CH:2]=[CH:3][N:4]2[C:9]=1[CH:8]=[CH:7][C:6]([O:10][C:11]1[CH:12]=[C:13]([CH:17]=[CH:18][CH:19]=1)[C:14]([NH:25][C:24]1[CH:26]=[CH:27][CH:28]=[C:22]([C:21]([F:20])([F:29])[F:30])[CH:23]=1)=[O:16])=[N:5]2. The yield is 0.570. The reactants are [N:1]1[CH:2]=[CH:3][N:4]2[C:9]=1[CH:8]=[CH:7][C:6]([O:10][C:11]1[CH:12]=[C:13]([CH:17]=[CH:18][CH:19]=1)[C:14]([OH:16])=O)=[N:5]2.[F:20][C:21]([F:30])([F:29])[C:22]1[CH:23]=[C:24]([CH:26]=[CH:27][CH:28]=1)[NH2:25].O.ON1C2C=CC=CC=2N=N1.Cl.CN(C)CCCN=C=NCC.C(N(CC)CC)C. The catalyst is CN(C)C=O. (3) The yield is 0.810. The product is [CH2:1]([O:8][C:9]1[CH:10]=[CH:11][CH:12]=[C:13]2[C:18]=1[N:17]=[C:16]([CH3:19])[CH:15]=[C:14]2[OH:22])[C:2]1[CH:7]=[CH:6][CH:5]=[CH:4][CH:3]=1. The catalyst is CS(C)=O. The reactants are [CH2:1]([O:8][C:9]1[CH:10]=[CH:11][CH:12]=[C:13]2[C:18]=1[N:17]=[C:16]([CH3:19])[CH:15]=[C:14]2Cl)[C:2]1[CH:7]=[CH:6][CH:5]=[CH:4][CH:3]=1.C(=O)([O-])[O-:22].[K+].[K+].O.[OH-].[Na+]. (4) The reactants are [BH-](OC(C)=O)(OC(C)=O)OC(C)=O.[Na+].O=[C:16]1[CH2:21][CH2:20][CH:19]([CH:22]([NH:26][C:27]([C:29]2[C:38]([NH:39][C:40]([NH:42][C:43]3[C:48]([CH3:49])=[CH:47][C:46]([CH3:50])=[CH:45][C:44]=3[CH3:51])=[O:41])=[CH:37][C:36]3[C:31](=[CH:32][CH:33]=[CH:34][CH:35]=3)[CH:30]=2)=[O:28])[C:23]([OH:25])=[O:24])[CH2:18][CH2:17]1.[CH:52]1([NH2:56])[CH2:55][CH2:54][CH2:53]1.Cl. The catalyst is ClCCCl.O.C(OCC)(=O)C. The product is [CH:52]1([NH:56][CH:16]2[CH2:21][CH2:20][CH:19]([CH:22]([NH:26][C:27]([C:29]3[C:38]([NH:39][C:40]([NH:42][C:43]4[C:48]([CH3:49])=[CH:47][C:46]([CH3:50])=[CH:45][C:44]=4[CH3:51])=[O:41])=[CH:37][C:36]4[C:31](=[CH:32][CH:33]=[CH:34][CH:35]=4)[CH:30]=3)=[O:28])[C:23]([OH:25])=[O:24])[CH2:18][CH2:17]2)[CH2:55][CH2:54][CH2:53]1. The yield is 0.150. (5) The reactants are C[O:2][C:3]([C:5]1[CH:30]=[CH:29][C:8]([O:9][CH2:10][C:11]2[N:12]=[C:13]([N:16]3[CH2:21][CH2:20][N:19]([C:22]([O:24][C:25]([CH3:28])([CH3:27])[CH3:26])=[O:23])[CH2:18][CH2:17]3)[S:14][CH:15]=2)=[CH:7][CH:6]=1)=[O:4].[OH-].[Na+]. The catalyst is CO.C1COCC1.O. The product is [C:25]([O:24][C:22]([N:19]1[CH2:18][CH2:17][N:16]([C:13]2[S:14][CH:15]=[C:11]([CH2:10][O:9][C:8]3[CH:7]=[CH:6][C:5]([C:3]([OH:4])=[O:2])=[CH:30][CH:29]=3)[N:12]=2)[CH2:21][CH2:20]1)=[O:23])([CH3:28])([CH3:26])[CH3:27]. The yield is 1.00. (6) The reactants are [N+:1]([C:4]1[CH:5]=[C:6]([NH2:10])[CH:7]=[CH:8][CH:9]=1)([O-:3])=[O:2].[N:11]([O-])=O.[Na+].[ClH:15]. The catalyst is O. The product is [ClH:15].[N+:1]([C:4]1[CH:5]=[C:6]([NH:10][NH2:11])[CH:7]=[CH:8][CH:9]=1)([O-:3])=[O:2]. The yield is 0.730. (7) The reactants are [F:1][C:2]([F:24])([F:23])[C:3]1[CH:8]=[CH:7][C:6]([S:9]([NH:12][CH2:13][C@H:14]2[CH2:19][CH2:18][C@H:17]([C:20]([OH:22])=O)[CH2:16][CH2:15]2)(=[O:11])=[O:10])=[CH:5][CH:4]=1.CCN=C=NCCCN(C)C.CCN(CC)CC.[CH3:43][N:44]1[CH2:49][CH2:48][NH:47][CH2:46][CH2:45]1. The catalyst is C(Cl)Cl.O. The product is [CH3:43][N:44]1[CH2:49][CH2:48][N:47]([C:20]([C@H:17]2[CH2:16][CH2:15][C@H:14]([CH2:13][NH:12][S:9]([C:6]3[CH:7]=[CH:8][C:3]([C:2]([F:23])([F:1])[F:24])=[CH:4][CH:5]=3)(=[O:10])=[O:11])[CH2:19][CH2:18]2)=[O:22])[CH2:46][CH2:45]1. The yield is 0.490. (8) The catalyst is C1COCC1.CC(C)[O-].CC(C)[O-].CC(C)[O-].CC(C)[O-].[Ti+4].C(Cl)Cl. The product is [Cl:1][C:2]1[CH:3]=[C:4]([NH:9][C:10]([N:12]2[CH2:17][CH2:16][N:15]([CH2:18][C@H:19]3[O:24][CH2:23][CH2:22][N:21]([C@H:26]([CH3:25])[CH2:27][CH3:28])[CH2:20]3)[CH2:14][CH2:13]2)=[O:11])[CH:5]=[CH:6][C:7]=1[F:8]. The reactants are [Cl:1][C:2]1[CH:3]=[C:4]([NH:9][C:10]([N:12]2[CH2:17][CH2:16][N:15]([CH2:18][C@@H:19]3[O:24][CH2:23][CH2:22][NH:21][CH2:20]3)[CH2:14][CH2:13]2)=[O:11])[CH:5]=[CH:6][C:7]=1[F:8].[CH3:25][C:26](=O)[CH2:27][CH3:28].C(O[BH-](OC(=O)C)OC(=O)C)(=O)C.[Na+].[OH-].[Na+]. The yield is 0.130.